This data is from Full USPTO retrosynthesis dataset with 1.9M reactions from patents (1976-2016). The task is: Predict the reactants needed to synthesize the given product. (1) Given the product [Br:1][C:2]1[CH:7]=[CH:6][CH:5]=[CH:4][C:3]=1[NH:8][C:9]([C@:11]1([CH3:26])[CH2:15][CH2:14][CH2:13][N:12]1[C:16]([O:18][CH2:19][C:20]1[CH:25]=[CH:24][CH:23]=[CH:22][CH:21]=1)=[O:17])=[S:36], predict the reactants needed to synthesize it. The reactants are: [Br:1][C:2]1[CH:7]=[CH:6][CH:5]=[CH:4][C:3]=1[NH:8][C:9]([C@:11]1([CH3:26])[CH2:15][CH2:14][CH2:13][N:12]1[C:16]([O:18][CH2:19][C:20]1[CH:25]=[CH:24][CH:23]=[CH:22][CH:21]=1)=[O:17])=O.COC1C=CC(P2(SP(C3C=CC(OC)=CC=3)(=S)S2)=[S:36])=CC=1. (2) Given the product [CH3:21][O:20][CH:17]([O:18][CH3:19])[C:16]1[N:15]=[C:14]2[C:9]([CH2:10][CH2:11][CH2:12][NH:13]2)=[CH:8][C:7]=1[CH:4]1[CH2:3][CH2:2][O:1][CH2:6][CH2:5]1, predict the reactants needed to synthesize it. The reactants are: [O:1]1[CH2:6][CH:5]=[C:4]([C:7]2[CH:8]=[C:9]3[C:14](=[N:15][C:16]=2[CH:17]([O:20][CH3:21])[O:18][CH3:19])[NH:13][CH2:12][CH2:11][CH2:10]3)[CH2:3][CH2:2]1.[H][H]. (3) Given the product [CH3:12][N:4]1[C:5]([N:7]2[CH2:11][CH2:10][CH2:9][CH2:8]2)=[N:6][C:2]([C:14]#[C:13][Si:15]([CH3:18])([CH3:17])[CH3:16])=[N:3]1, predict the reactants needed to synthesize it. The reactants are: Br[C:2]1[N:6]=[C:5]([N:7]2[CH2:11][CH2:10][CH2:9][CH2:8]2)[N:4]([CH3:12])[N:3]=1.[C:13]([Si:15]([CH3:18])([CH3:17])[CH3:16])#[CH:14].C(N(CC)CC)C. (4) The reactants are: [CH3:1][O:2][CH2:3][CH:4]1[C@@H:6]([CH2:7][OH:8])[C:5]1([CH3:21])[C:9]1[CH:14]=[C:13]([CH:15]([CH3:17])[CH3:16])[CH:12]=[C:11]([CH:18]([CH3:20])[CH3:19])[CH:10]=1.[C:22]([SiH2]OC(C)(C)C1[C@H](CO)C1(C1C=C(C(C)C)C=C(C(C)C)C=1)C)(C)(C)C.C(I)C. Given the product [CH2:1]([O:2][CH2:3][CH:4]1[C@H:6]([CH2:7][OH:8])[C:5]1([CH3:21])[C:9]1[CH:10]=[C:11]([CH:18]([CH3:20])[CH3:19])[CH:12]=[C:13]([CH:15]([CH3:16])[CH3:17])[CH:14]=1)[CH3:22], predict the reactants needed to synthesize it.